Dataset: Full USPTO retrosynthesis dataset with 1.9M reactions from patents (1976-2016). Task: Predict the reactants needed to synthesize the given product. (1) Given the product [C:34]1([C:44]2[CH:49]=[CH:48][CH:47]=[CH:46][CH:45]=2)[CH:39]=[CH:38][C:37]([S:40]([C:9]2([C:13]([NH:58][CH2:57][C:52]3[CH:53]=[CH:54][CH:55]=[CH:56][C:51]=3[F:50])=[O:15])[NH:8][CH2:12][CH2:11][S:10]2)(=[O:42])=[O:41])=[CH:36][CH:35]=1, predict the reactants needed to synthesize it. The reactants are: C(OC([N:8]1[CH2:12][CH2:11][S:10][CH:9]1[C:13]([OH:15])=O)=O)(C)(C)C.C1C=CC(/C(/C2C=CC([N+]([O-])=O)=CC=2)=N/O)=CC=1.[C:34]1([C:44]2[CH:49]=[CH:48][CH:47]=[CH:46][CH:45]=2)[CH:39]=[CH:38][C:37]([S:40](Cl)(=[O:42])=[O:41])=[CH:36][CH:35]=1.[F:50][C:51]1[CH:56]=[CH:55][CH:54]=[CH:53][C:52]=1[CH2:57][NH2:58]. (2) Given the product [OH2:26].[ClH:27].[Cl:62][C:32]1[CH:33]=[CH:34][C:29]([NH:28][C:36]2([O:58][CH3:59])[C:45]3[C:40](=[CH:41][C:42]([O:48][CH:23]4[CH2:24][CH2:25][N:21]([CH3:20])[CH2:22]4)=[CH:43][CH:44]=3)[N:39]=[CH:38][NH:37]2)=[C:30]([F:35])[CH:31]=1, predict the reactants needed to synthesize it. The reactants are: C1(P(C2C=CC=CC=2)C2C=CC=CC=2)C=CC=CC=1.[CH3:20][N:21]1[CH2:25][CH2:24][CH:23]([OH:26])[CH2:22]1.[Cl:27][N:28]([C:36]1[C:45]2[C:40](=[CH:41][C:42]([OH:48])=[C:43](OC)[CH:44]=2)[N:39]=[CH:38][N:37]=1)[C:29]1[CH:34]=[CH:33][CH:32]=[CH:31][C:30]=1[F:35].N(C([O:58][CH2:59]C)=O)=NC(OCC)=O.C(Cl)[Cl:62].